From a dataset of CYP2C19 inhibition data for predicting drug metabolism from PubChem BioAssay. Regression/Classification. Given a drug SMILES string, predict its absorption, distribution, metabolism, or excretion properties. Task type varies by dataset: regression for continuous measurements (e.g., permeability, clearance, half-life) or binary classification for categorical outcomes (e.g., BBB penetration, CYP inhibition). Dataset: cyp2c19_veith. (1) The drug is Cc1ccc(SCCNC(=S)Nc2ccc(C)c(C)c2)cc1. The result is 1 (inhibitor). (2) The drug is COc1ccccc1CN1CCC2(CC1)CCN(C(=O)c1cc(C(F)(F)F)cc(C(F)(F)F)c1)CC2. The result is 0 (non-inhibitor). (3) The compound is O=C(NC12CC3CC(CC(C3)C1)C2)N1CCN(c2nc(-c3ccccc3)cs2)CC1. The result is 1 (inhibitor). (4) The drug is CCc1cc2c(=O)c(-c3nc4ccccc4[nH]3)coc2cc1OC(=O)N1CCOCC1. The result is 1 (inhibitor). (5) The drug is CC(C)c1ccc(CNc2cc(N3CCCC3)ccc2[N+](=O)[O-])cc1. The result is 1 (inhibitor).